From a dataset of Reaction yield outcomes from USPTO patents with 853,638 reactions. Predict the reaction yield, written as a fraction of the theoretical maximum amount of product (1.0 means a 100% yield; for example, 0.34 means a 34% yield). (1) The reactants are [F:1][C:2]1[N:7]=[C:6]([NH:8][C:9]2[S:10][C:11]3[CH2:20][O:19][CH:18]([CH3:21])[C:17]4[C:13](=[CH:14][N:15](CC5C=CC(OC)=CC=5)[N:16]=4)[C:12]=3[N:31]=2)[CH:5]=[CH:4][CH:3]=1. The catalyst is C(O)(C(F)(F)F)=O.CS(C)=O. The product is [F:1][C:2]1[N:7]=[C:6]([NH:8][C:9]2[S:10][C:11]3[CH2:20][O:19][CH:18]([CH3:21])[C:17]4[C:13](=[CH:14][NH:15][N:16]=4)[C:12]=3[N:31]=2)[CH:5]=[CH:4][CH:3]=1. The yield is 0.0600. (2) The reactants are O.[Na+].[N:3]1(S([O-])(=O)=O)[C:13]2[C:8](=[CH:9][CH:10]=[CH:11][CH:12]=2)[C:6](=[O:7])[C:4]1=[O:5].P(Cl)(Cl)([Cl:20])=O.O.C1[S:28](=[O:30])(=[O:29])CCC1. No catalyst specified. The product is [O:5]=[C:4]1[C:6](=[O:7])[C:8]2[C:13](=[CH:12][CH:11]=[C:10]([S:28]([Cl:20])(=[O:30])=[O:29])[CH:9]=2)[NH:3]1. The yield is 0.660. (3) The reactants are [F:1][C:2]1[CH:3]=[C:4]([C:8]2[N:9]=[C:10]([CH:13]3[CH2:18][CH2:17][N:16]([C:19]([NH:21][C:22]4[CH:23]=[N:24][CH:25]=[CH:26][CH:27]=4)=[O:20])[CH2:15][CH2:14]3)[S:11][CH:12]=2)[CH:5]=[CH:6][CH:7]=1.[ClH:28]. The catalyst is O1CCCC1.C(OCC)(=O)C. The product is [ClH:28].[ClH:28].[F:1][C:2]1[CH:3]=[C:4]([C:8]2[N:9]=[C:10]([CH:13]3[CH2:18][CH2:17][N:16]([C:19]([NH:21][C:22]4[CH:23]=[N:24][CH:25]=[CH:26][CH:27]=4)=[O:20])[CH2:15][CH2:14]3)[S:11][CH:12]=2)[CH:5]=[CH:6][CH:7]=1. The yield is 0.498. (4) The reactants are [NH2:1][C:2]1[CH:10]=[CH:9][C:5]([C:6]([NH2:8])=[O:7])=[CH:4][CH:3]=1.P(=O)(O)(O)O.[N+]([O-])(O)=O.[N:20]([O-])=O.[Na+].[CH3:24][C:25](=[O:30])[CH2:26][C:27](=[O:29])[CH3:28].C([O-])(=O)C.[K+].C([O-])([O-])=O.[Na+].[Na+]. The catalyst is C(O)C. The product is [C:27]([C:26](=[N:20][NH:1][C:2]1[CH:10]=[CH:9][C:5]([C:6]([NH2:8])=[O:7])=[CH:4][CH:3]=1)[C:25](=[O:30])[CH3:24])(=[O:29])[CH3:28]. The yield is 0.250. (5) The reactants are [CH:1]1([C:5]([NH:7][CH2:8][C:9](OCC)=[O:10])=O)[CH2:4][CH2:3][CH2:2]1.B#B.CO.Cl. The yield is 0.780. The catalyst is O1CCCC1. The product is [CH:1]1([CH2:5][NH:7][CH2:8][CH2:9][OH:10])[CH2:4][CH2:3][CH2:2]1. (6) The catalyst is CO. The yield is 0.625. The reactants are [F:1][C:2]([F:31])([F:30])[C:3]1[CH:4]=[C:5]([C:13]2[N:17]=[CH:16][N:15](/[CH:18]=[CH:19]\[C:20]([N:22]3[CH2:25][CH:24]([C:26]([O:28]C)=[O:27])[CH2:23]3)=[O:21])[N:14]=2)[CH:6]=[C:7]([C:9]([F:12])([F:11])[F:10])[CH:8]=1.O.[Li+].[OH-]. The product is [F:12][C:9]([F:10])([F:11])[C:7]1[CH:6]=[C:5]([C:13]2[N:17]=[CH:16][N:15](/[CH:18]=[CH:19]\[C:20]([N:22]3[CH2:23][CH:24]([C:26]([OH:28])=[O:27])[CH2:25]3)=[O:21])[N:14]=2)[CH:4]=[C:3]([C:2]([F:1])([F:30])[F:31])[CH:8]=1. (7) The reactants are [Cl:1][S:2]([OH:5])(=O)=[O:3].[NH2:6][C:7]1[O:8][C:9]2[CH:15]=[CH:14][CH:13]=[CH:12][C:10]=2[N:11]=1.S(Cl)(Cl)=O.C(=O)([O-])[O-].[Na+].[Na+]. The catalyst is C(OCC)(=O)C. The product is [NH2:6][C:7]1[O:8][C:9]2[CH:15]=[C:14]([S:2]([Cl:1])(=[O:5])=[O:3])[CH:13]=[CH:12][C:10]=2[N:11]=1. The yield is 0.900. (8) The reactants are [Cl:1][C:2]1[C:3]2[CH:14]=[CH:13][CH:12]=[CH:11][C:4]=2[S:5][C:6]=1[CH2:7][CH2:8][CH:9]=[O:10].[C:15]([Mg]Br)#[CH:16].[NH4+].[Cl-]. The catalyst is C1COCC1. The product is [Cl:1][C:2]1[C:3]2[CH:14]=[CH:13][CH:12]=[CH:11][C:4]=2[S:5][C:6]=1[CH2:7][CH2:8][CH:9]([OH:10])[C:15]#[CH:16]. The yield is 0.930. (9) The catalyst is COCCOC.C1C=CC(P(C2C=CC=CC=2)[C-]2C=CC=C2)=CC=1.C1C=CC(P(C2C=CC=CC=2)[C-]2C=CC=C2)=CC=1.Cl[Pd]Cl.[Fe+2]. The yield is 0.750. The product is [CH3:19][C:14]1([CH3:20])[C:15]([CH3:18])([CH3:17])[O:16][B:12]([C:2]2[CH:10]=[C:9]3[C:5]([CH2:6][C:7](=[O:11])[NH:8]3)=[CH:4][CH:3]=2)[O:13]1. The reactants are Br[C:2]1[CH:10]=[C:9]2[C:5]([CH2:6][C:7](=[O:11])[NH:8]2)=[CH:4][CH:3]=1.[B:12]1([B:12]2[O:16][C:15]([CH3:18])([CH3:17])[C:14]([CH3:20])([CH3:19])[O:13]2)[O:16][C:15]([CH3:18])([CH3:17])[C:14]([CH3:20])([CH3:19])[O:13]1.C([O-])(=O)C.[K+].C(Cl)Cl.